From a dataset of Full USPTO retrosynthesis dataset with 1.9M reactions from patents (1976-2016). Predict the reactants needed to synthesize the given product. (1) Given the product [F:44][C:43]([F:46])([F:45])[C:41]([OH:47])=[O:42].[C:1]1([C:7]2[CH:12]=[C:11]([CH:13]3[CH2:18][NH:17][C:16](=[O:19])[NH:15][CH2:14]3)[CH:10]=[CH:9][C:8]=2[NH:20][C:21]([C:23]2[NH:24][CH:25]=[C:26]([C:28]#[N:29])[N:27]=2)=[O:22])[CH2:6][CH2:5][CH2:4][CH2:3][CH:2]=1, predict the reactants needed to synthesize it. The reactants are: [C:1]1([C:7]2[CH:12]=[C:11]([CH:13]3[CH2:18][NH:17][C:16](=[O:19])[NH:15][CH2:14]3)[CH:10]=[CH:9][C:8]=2[NH:20][C:21]([C:23]2[N:24](COCC[Si](C)(C)C)[CH:25]=[C:26]([C:28]#[N:29])[N:27]=2)=[O:22])[CH2:6][CH2:5][CH2:4][CH2:3][CH:2]=1.CCO.[C:41]([OH:47])([C:43]([F:46])([F:45])[F:44])=[O:42]. (2) Given the product [C:1]([C@H:9]1[CH2:10][CH2:11][C@H:12]([C:15]([NH:41][CH2:42][CH2:43][NH:44][C:45](=[O:51])[O:46][C:47]([CH3:49])([CH3:48])[CH3:50])=[O:17])[CH2:13][CH2:14]1)(=[O:8])[C:2]1[CH:3]=[CH:4][CH:5]=[CH:6][CH:7]=1, predict the reactants needed to synthesize it. The reactants are: [C:1]([C@H:9]1[CH2:14][CH2:13][C@H:12]([C:15]([OH:17])=O)[CH2:11][CH2:10]1)(=[O:8])[C:2]1[CH:7]=[CH:6][CH:5]=[CH:4][CH:3]=1.CCN=C=NCCCN(C)C.Cl.C1C=CC2N(O)N=NC=2C=1.O.[NH2:41][CH2:42][CH2:43][NH:44][C:45](=[O:51])[O:46][C:47]([CH3:50])([CH3:49])[CH3:48]. (3) Given the product [NH2:1][C:2](=[O:34])[C@@H:3]([NH:10][C:11]([C@@H:13]1[CH2:18][CH2:17][CH2:16][CH2:15][C@H:14]1[N:19]1[CH2:24][CH2:23][N:22]([C:25]2([C:67]([OH:74])=[O:68])[CH2:26][CH2:28][CH2:29][CH2:30]2)[CH2:21][CH2:20]1)=[O:12])[C:4]1[CH:5]=[CH:6][CH:7]=[CH:8][CH:9]=1, predict the reactants needed to synthesize it. The reactants are: [NH2:1][C:2](=[O:34])[C@@H:3]([NH:10][C:11]([C@@H:13]1[CH2:18][CH2:17][CH2:16][CH2:15][C@H:14]1[N:19]1[CH2:24][CH2:23][N:22]([C:25]2[CH:30]=[CH:29][CH:28]=C[C:26]=2C(O)=O)[CH2:21][CH2:20]1)=[O:12])[C:4]1[CH:9]=[CH:8][CH:7]=[CH:6][CH:5]=1.NC(=O)[C@@H](NC([C@@H]1CCCC[C@H]1N1CCNCC1)=O)C1C=CC=CC=1.C(N(CC)CC)C.[C:67](Cl)(=[O:74])[O:68]C1CCCC1.